Task: Predict the reactants needed to synthesize the given product.. Dataset: Full USPTO retrosynthesis dataset with 1.9M reactions from patents (1976-2016) (1) Given the product [CH3:17][N:13]1[C:14]2=[C:15]3[N:28]([C:1]([C:2]4[CH:7]=[CH:6][CH:5]=[CH:4][CH:3]=4)=[C:9]2[C:10](=[O:20])[N:11]([CH3:19])[C:12]1=[O:18])[CH2:27][CH2:26][CH:25]=[CH:24]3, predict the reactants needed to synthesize it. The reactants are: [C:1]([C:9]1[C:10](=[O:20])[N:11]([CH3:19])[C:12](=[O:18])[N:13]([CH3:17])[C:14]=1[CH2:15]Br)(=O)[C:2]1[CH:7]=[CH:6][CH:5]=[CH:4][CH:3]=1.C(O[CH:24](OCC)[CH2:25][CH2:26][CH2:27][NH2:28])C. (2) Given the product [OH:1][CH2:2][C@@H:3]([NH:5][C:6]([C:8]1[CH:13]=[C:12]([C:14]2[CH:19]=[CH:18][C:17]([CH3:20])=[CH:16][CH:15]=2)[CH:11]=[C:10]([C:21]([N:48]([CH2:49][CH:50]([CH3:52])[CH3:51])[CH3:47])=[O:22])[CH:9]=1)=[O:7])[CH3:4], predict the reactants needed to synthesize it. The reactants are: [OH:1][CH2:2][C@@H:3]([NH:5][C:6]([C:8]1[CH:9]=[C:10]([C:21](O)=[O:22])[CH:11]=[C:12]([C:14]2[CH:19]=[CH:18][C:17]([CH3:20])=[CH:16][CH:15]=2)[CH:13]=1)=[O:7])[CH3:4].Cl.CN(C)CCCN=C=NCC.O.ON1C2C=CC=CC=2N=N1.[CH3:47][NH:48][CH2:49][CH:50]([CH3:52])[CH3:51].C(N(CC)C(C)C)(C)C.